From a dataset of Catalyst prediction with 721,799 reactions and 888 catalyst types from USPTO. Predict which catalyst facilitates the given reaction. (1) Reactant: [C:1]1([C:40]2[CH:45]=[CH:44][CH:43]=[CH:42][CH:41]=2)[CH:6]=[CH:5][C:4]([N:7]([C:33]2[CH:38]=[CH:37][C:36](Br)=[CH:35][CH:34]=2)[C:8]2[CH:20]=[CH:19][C:18]3[C:17]4[C:12](=[CH:13][CH:14]=[CH:15][CH:16]=4)[C:11]4([C:32]5[CH:31]=[CH:30][CH:29]=[CH:28][C:27]=5[C:26]5[C:21]4=[CH:22][CH:23]=[CH:24][CH:25]=5)[C:10]=3[CH:9]=2)=[CH:3][CH:2]=1.[B:46]1([B:46]2[O:50][C:49]([CH3:52])([CH3:51])[C:48]([CH3:54])([CH3:53])[O:47]2)[O:50][C:49]([CH3:52])([CH3:51])[C:48]([CH3:54])([CH3:53])[O:47]1.C([O-])(=O)C.[K+]. Product: [C:1]1([C:40]2[CH:45]=[CH:44][CH:43]=[CH:42][CH:41]=2)[CH:6]=[CH:5][C:4]([N:7]([C:33]2[CH:38]=[CH:37][C:36]([B:46]3[O:50][C:49]([CH3:52])([CH3:51])[C:48]([CH3:54])([CH3:53])[O:47]3)=[CH:35][CH:34]=2)[C:8]2[CH:20]=[CH:19][C:18]3[C:17]4[C:12](=[CH:13][CH:14]=[CH:15][CH:16]=4)[C:11]4([C:32]5[CH:31]=[CH:30][CH:29]=[CH:28][C:27]=5[C:26]5[C:21]4=[CH:22][CH:23]=[CH:24][CH:25]=5)[C:10]=3[CH:9]=2)=[CH:3][CH:2]=1. The catalyst class is: 203. (2) Reactant: Br[C:2](=[CH2:13])[CH2:3][CH2:4][O:5][Si:6]([C:9]([CH3:12])([CH3:11])[CH3:10])([CH3:8])[CH3:7].C([Li])(C)(C)C.[Si:19]([O:26][CH2:27]/[CH:28]=[N:29]/[S@:30]([C:32]([CH3:35])([CH3:34])[CH3:33])=[O:31])([C:22]([CH3:25])([CH3:24])[CH3:23])([CH3:21])[CH3:20]. Product: [CH3:33][C:32]([S@@:30]([NH:29][C@@H:28]([C:2](=[CH2:13])[CH2:3][CH2:4][O:5][Si:6]([CH3:8])([CH3:7])[C:9]([CH3:10])([CH3:11])[CH3:12])[CH2:27][O:26][Si:19]([CH3:21])([CH3:20])[C:22]([CH3:25])([CH3:24])[CH3:23])=[O:31])([CH3:35])[CH3:34]. The catalyst class is: 1. (3) Reactant: [CH3:1][O:2][C:3]1[CH:8]=[CH:7][C:6]([C:9]2[CH:13]=[C:12]([CH3:14])[N:11]([CH3:15])[N:10]=2)=[CH:5][C:4]=1[CH3:16].[Br:17]N1C(=O)CCC1=O.C(Cl)(Cl)Cl. Product: [CH3:1][O:2][C:3]1[CH:8]=[CH:7][C:6]([C:9]2[C:13]([Br:17])=[C:12]([CH3:14])[N:11]([CH3:15])[N:10]=2)=[CH:5][C:4]=1[CH3:16]. The catalyst class is: 6.